This data is from Reaction yield outcomes from USPTO patents with 853,638 reactions. The task is: Predict the reaction yield, written as a fraction of the theoretical maximum amount of product (1.0 means a 100% yield; for example, 0.34 means a 34% yield). (1) The yield is 0.180. The product is [Br:1][C:2]1[C:7]([O:8][CH:13]([F:21])[F:12])=[CH:6][CH:5]=[CH:4][C:3]=1[C:9](=[O:11])[CH3:10]. The reactants are [Br:1][C:2]1[C:7]([OH:8])=[CH:6][CH:5]=[CH:4][C:3]=1[C:9](=[O:11])[CH3:10].[F:12][C:13]([F:21])(S(F)(=O)=O)C(O)=O.O. The catalyst is C(#N)C.[Cu]I. (2) The reactants are [CH3:1][Si:2]([CH3:27])([CH3:26])[CH2:3][CH2:4][O:5][C:6](=[O:25])[NH:7][C:8]1[CH:13]=[C:12]([CH3:14])[C:11](B2OC(C)(C)C(C)(C)O2)=[C:10]([NH2:24])[CH:9]=1.[C:28]([O:32][C:33](=[O:54])[NH:34][C:35]([C:37]1[S:38][C:39]([S:52][CH3:53])=[C:40]([S:42]([C:45]2[CH:50]=[CH:49][CH:48]=[C:47](Br)[CH:46]=2)(=[O:44])=[O:43])[CH:41]=1)=[NH:36])([CH3:31])([CH3:30])[CH3:29].C([O-])([O-])=O.[Na+].[Na+].C(O)C. The catalyst is C1C=CC([P]([Pd]([P](C2C=CC=CC=2)(C2C=CC=CC=2)C2C=CC=CC=2)([P](C2C=CC=CC=2)(C2C=CC=CC=2)C2C=CC=CC=2)[P](C2C=CC=CC=2)(C2C=CC=CC=2)C2C=CC=CC=2)(C2C=CC=CC=2)C2C=CC=CC=2)=CC=1.O.CCOC(C)=O.C1(C)C=CC=CC=1. The product is [CH3:27][Si:2]([CH3:1])([CH3:26])[CH2:3][CH2:4][O:5][C:6](=[O:25])[NH:7][C:8]1[CH:9]=[C:10]([NH2:24])[C:11]([C:49]2[CH:48]=[CH:47][CH:46]=[C:45]([S:42]([C:40]3[CH:41]=[C:37]([C:35]([NH:34][C:33]([O:32][C:28]([CH3:29])([CH3:30])[CH3:31])=[O:54])=[NH:36])[S:38][C:39]=3[S:52][CH3:53])(=[O:43])=[O:44])[CH:50]=2)=[C:12]([CH3:14])[CH:13]=1. The yield is 0.550. (3) The reactants are C(Cl)(=O)C(Cl)=O.CS(C)=O.[CH:11]1([CH:16]([N:20]2[CH:24]=[C:23]([C:25]3[C:26]4[CH:33]=[CH:32][N:31]([CH2:34][O:35][CH2:36][CH2:37][Si:38]([CH3:41])([CH3:40])[CH3:39])[C:27]=4[N:28]=[CH:29][N:30]=3)[CH:22]=[N:21]2)[CH2:17][CH2:18][OH:19])[CH2:15][CH2:14][CH2:13][CH2:12]1.O. The catalyst is C(Cl)Cl. The product is [CH:11]1([CH:16]([N:20]2[CH:24]=[C:23]([C:25]3[C:26]4[CH:33]=[CH:32][N:31]([CH2:34][O:35][CH2:36][CH2:37][Si:38]([CH3:39])([CH3:41])[CH3:40])[C:27]=4[N:28]=[CH:29][N:30]=3)[CH:22]=[N:21]2)[CH2:17][CH:18]=[O:19])[CH2:15][CH2:14][CH2:13][CH2:12]1. The yield is 0.820. (4) The reactants are Br[C:2]1[CH:11]=[C:10]([Br:12])[C:9]([O:13][C:14]2[CH:19]=[CH:18][C:17]([N+:20]([O-:22])=[O:21])=[CH:16][C:15]=2[F:23])=[CH:8][C:3]=1[CH:4]=[N:5][NH:6][CH3:7].C(=O)([O-])[O-].[K+].[K+].CN(C=O)C.CC(OC)(C)C. The catalyst is C(Cl)Cl.O. The product is [Br:12][C:10]1[CH:11]=[C:2]2[C:3]([CH:4]=[N:5][N:6]2[CH3:7])=[CH:8][C:9]=1[O:13][C:14]1[CH:19]=[CH:18][C:17]([N+:20]([O-:22])=[O:21])=[CH:16][C:15]=1[F:23]. The yield is 0.790. (5) The reactants are [CH3:1][O:2][C:3]1[CH:4]=[C:5]([C:11]2[CH:15]=[C:14]([CH:16](C)[CH2:17][CH:18]=O)[O:13][N:12]=2)[CH:6]=[CH:7][C:8]=1[O:9][CH3:10].[CH2:21]([N:28]1[CH2:33][CH2:32][NH:31][CH2:30][CH2:29]1)[C:22]1[CH:27]=[CH:26][CH:25]=[CH:24][CH:23]=1.[BH-](OC(C)=O)(OC(C)=O)O[C:36](C)=O.[Na+].C(O)(=O)C. The catalyst is C(Cl)Cl. The product is [CH3:10][O:9][C:8]1[CH:7]=[CH:6][C:5]([C:11]2[CH:15]=[C:14]([CH2:16][CH2:17][CH2:18][CH2:36][N:31]3[CH2:32][CH2:33][N:28]([CH2:21][C:22]4[CH:23]=[CH:24][CH:25]=[CH:26][CH:27]=4)[CH2:29][CH2:30]3)[O:13][N:12]=2)=[CH:4][C:3]=1[O:2][CH3:1]. The yield is 0.707. (6) The reactants are [I:1][C:2]1[CH:8]=[CH:7][C:5]([NH2:6])=[C:4]([F:9])[CH:3]=1.[C:10](OC(=O)C)(=[O:12])C.C(O)=O. The catalyst is O1CCCC1.C1(C)C=CC=CC=1.C(OCC)(=O)C.Cl. The product is [F:9][C:4]1[CH:3]=[C:2]([I:1])[CH:8]=[CH:7][C:5]=1[NH:6][CH:10]=[O:12]. The yield is 0.970.